From a dataset of Reaction yield outcomes from USPTO patents with 853,638 reactions. Predict the reaction yield, written as a fraction of the theoretical maximum amount of product (1.0 means a 100% yield; for example, 0.34 means a 34% yield). (1) The reactants are [CH3:1][O:2][C:3]1[CH:8]=[CH:7][CH:6]=[CH:5][C:4]=1[CH2:9][C:10]([O:12][CH3:13])=[O:11].C1COCC1.C([N-]C(C)C)(C)C.[Li+].[CH2:27](Br)[C:28]1[CH:33]=[CH:32][CH:31]=[CH:30][CH:29]=1. The catalyst is CCCCCCC.C1COCC1. The product is [CH3:1][O:2][C:3]1[CH:8]=[CH:7][CH:6]=[CH:5][C:4]=1[CH:9]([CH2:27][C:28]1[CH:33]=[CH:32][CH:31]=[CH:30][CH:29]=1)[C:10]([O:12][CH3:13])=[O:11]. The yield is 0.350. (2) The reactants are [NH:1]1[CH2:6][CH2:5][CH2:4][CH2:3][CH:2]1[CH2:7][OH:8].[CH:9](O)=O.[H-].[Al+3].[Li+].[H-].[H-].[H-]. The catalyst is C=O. The product is [CH3:9][N:1]1[CH2:6][CH2:5][CH2:4][CH2:3][CH:2]1[CH2:7][OH:8]. The yield is 0.600. (3) The reactants are [Na+].[Br-].C([O-])(O)=O.[Na+].[C:8]1([CH2:14][CH:15]([CH3:19])[CH2:16][CH2:17][OH:18])[CH2:13][CH2:12][CH2:11][CH2:10][CH:9]=1.[O-]Cl.[Na+]. The catalyst is C1(C)C=CC=CC=1.O. The product is [C:8]1([CH2:14][CH:15]([CH3:19])[CH2:16][CH:17]=[O:18])[CH2:13][CH2:12][CH2:11][CH2:10][CH:9]=1. The yield is 0.660.